From a dataset of Reaction yield outcomes from USPTO patents with 853,638 reactions. Predict the reaction yield, written as a fraction of the theoretical maximum amount of product (1.0 means a 100% yield; for example, 0.34 means a 34% yield). The reactants are [CH3:1][C:2]1[CH:7]=[C:6]([NH:8][CH3:9])[CH:5]=[C:4]([CH3:10])[C:3]=1[CH2:11][CH2:12][S:13]([N:16]1[CH2:32][CH2:31][C:19]2([N:23]=[C:22]([CH2:24][CH2:25][CH2:26][CH2:27][CH:28]=[CH2:29])[NH:21][C:20]2=[O:30])[CH2:18][CH2:17]1)(=[O:15])=[O:14].[C:33](Cl)(=[O:43])[CH2:34][CH2:35][CH2:36][CH2:37][CH2:38][CH2:39][CH2:40][CH:41]=[CH2:42].C(Cl)(=O)C(Cl)=O.C(N(CC)CC)C.[Cl-].[NH4+]. The catalyst is C(Cl)Cl.O.CN(C=O)C. The product is [CH2:24]([C:22]1[NH:21][C:20](=[O:30])[C:19]2([CH2:18][CH2:17][N:16]([S:13]([CH2:12][CH2:11][C:3]3[C:4]([CH3:10])=[CH:5][C:6]([N:8]([CH3:9])[C:33](=[O:43])[CH2:34][CH2:35][CH2:36][CH2:37][CH2:38][CH2:39][CH2:40][CH:41]=[CH2:42])=[CH:7][C:2]=3[CH3:1])(=[O:15])=[O:14])[CH2:32][CH2:31]2)[N:23]=1)[CH2:25][CH2:26][CH2:27][CH:28]=[CH2:29]. The yield is 0.480.